This data is from Forward reaction prediction with 1.9M reactions from USPTO patents (1976-2016). The task is: Predict the product of the given reaction. The product is: [OH:18][CH2:17][CH2:16][N:14]([CH3:15])[C:12]1[CH:11]=[CH:10][C:8]2[CH:9]=[C:4]([C:1](=[C:21]([C:20]#[N:24])[C:22]#[N:23])[CH3:2])[C:5](=[O:19])[O:6][C:7]=2[CH:13]=1. Given the reactants [C:1]([C:4]1[C:5](=[O:19])[O:6][C:7]2[CH:13]=[C:12]([N:14]([CH2:16][CH2:17][OH:18])[CH3:15])[CH:11]=[CH:10][C:8]=2[CH:9]=1)(=O)[CH3:2].[C:20](#[N:24])[CH2:21][C:22]#[N:23], predict the reaction product.